This data is from NCI-60 drug combinations with 297,098 pairs across 59 cell lines. The task is: Regression. Given two drug SMILES strings and cell line genomic features, predict the synergy score measuring deviation from expected non-interaction effect. Drug 1: CN(C)N=NC1=C(NC=N1)C(=O)N. Drug 2: C1C(C(OC1N2C=C(C(=O)NC2=O)F)CO)O. Cell line: SK-MEL-2. Synergy scores: CSS=18.7, Synergy_ZIP=4.90, Synergy_Bliss=2.55, Synergy_Loewe=-29.3, Synergy_HSA=-0.906.